This data is from Forward reaction prediction with 1.9M reactions from USPTO patents (1976-2016). The task is: Predict the product of the given reaction. Given the reactants [Na].[O:2]=[S:3]1(=[O:17])[C:8]2[CH:9]=[N:10][CH:11]=[CH:12][C:7]=2[NH:6][C:5]([CH2:13][C:14]([O-])=[O:15])=[N:4]1.C([O:20][C:21]([C@H:23]1[C@@H:28]([NH:29][CH2:30][C:31]2[CH:36]=[CH:35][C:34]([F:37])=[CH:33][CH:32]=2)[C@H:27]2[CH2:38][C@@H:24]1[CH2:25][CH2:26]2)=O)C.C(N(CC)CC)C, predict the reaction product. The product is: [O:2]=[S:3]1(=[O:17])[C:8]2[CH:9]=[N:10][CH:11]=[CH:12][C:7]=2[NH:6][C:5]([C:13]2[C:14](=[O:15])[N:29]([CH2:30][C:31]3[CH:32]=[CH:33][C:34]([F:37])=[CH:35][CH:36]=3)[C@@H:28]3[C@H:23]([C:21]=2[OH:20])[C@@H:24]2[CH2:38][C@H:27]3[CH2:26][CH2:25]2)=[N:4]1.